Dataset: Reaction yield outcomes from USPTO patents with 853,638 reactions. Task: Predict the reaction yield, written as a fraction of the theoretical maximum amount of product (1.0 means a 100% yield; for example, 0.34 means a 34% yield). (1) The reactants are [Cl:1][C:2]1[CH:3]=[C:4]([NH:9][CH2:10][C:11]([O:13][CH2:14][CH3:15])=[O:12])[CH:5]=[CH:6][C:7]=1[Cl:8].[CH3:16][O:17][CH2:18][CH2:19]Br.[I-].[Na+].C(=O)(O)[O-].[Na+].FC(F)(F)C(O)=O. The catalyst is O.CCOCC.C(OCC)(=O)C.CC#N.O.CN(C=O)C. The product is [Cl:1][C:2]1[CH:3]=[C:4]([N:9]([CH2:19][CH2:18][O:17][CH3:16])[CH2:10][C:11]([O:13][CH2:14][CH3:15])=[O:12])[CH:5]=[CH:6][C:7]=1[Cl:8]. The yield is 0.200. (2) The reactants are [C:1]([O:5][C:6](=[O:26])[N:7]([CH2:9][C:10]1[CH:14]=[C:13](Br)[N:12]([S:16]([C:19]2[CH:20]=[N:21][C:22]([CH3:25])=[CH:23][CH:24]=2)(=[O:18])=[O:17])[CH:11]=1)[CH3:8])([CH3:4])([CH3:3])[CH3:2].[F:27][C:28]1[C:33](B(O)O)=[CH:32][CH:31]=[CH:30][N:29]=1.C(=O)([O-])[O-].[Na+].[Na+]. The catalyst is COCCOC.O.C1C=CC([P]([Pd]([P](C2C=CC=CC=2)(C2C=CC=CC=2)C2C=CC=CC=2)([P](C2C=CC=CC=2)(C2C=CC=CC=2)C2C=CC=CC=2)[P](C2C=CC=CC=2)(C2C=CC=CC=2)C2C=CC=CC=2)(C2C=CC=CC=2)C2C=CC=CC=2)=CC=1. The product is [C:1]([O:5][C:6](=[O:26])[N:7]([CH2:9][C:10]1[CH:14]=[C:13]([C:33]2[C:28]([F:27])=[N:29][CH:30]=[CH:31][CH:32]=2)[N:12]([S:16]([C:19]2[CH:20]=[N:21][C:22]([CH3:25])=[CH:23][CH:24]=2)(=[O:18])=[O:17])[CH:11]=1)[CH3:8])([CH3:4])([CH3:3])[CH3:2]. The yield is 0.410. (3) The reactants are [I:1][C:2](I)(CC)[CH2:3]C.C(=O)([O-])[O-].[K+].[K+].[Si:14]([O:21][C@@H:22]1[N:28]([C:29]([O:31][CH2:32][CH:33]=[CH2:34])=[O:30])[C:27]2[CH:35]=[C:36]([OH:41])[C:37]([O:39][CH3:40])=[CH:38][C:26]=2[C:25](=[O:42])[N:24]2[CH:43]=[C:44]([CH3:46])[CH2:45][C@@H:23]12)([C:17]([CH3:20])([CH3:19])[CH3:18])([CH3:16])[CH3:15].[CH3:47][C:48]([CH3:50])=O. No catalyst specified. The product is [Si:14]([O:21][C@@H:22]1[N:28]([C:29]([O:31][CH2:32][CH:33]=[CH2:34])=[O:30])[C:27]2[CH:35]=[C:36]([O:41][CH2:47][CH2:48][CH2:50][CH2:3][CH2:2][I:1])[C:37]([O:39][CH3:40])=[CH:38][C:26]=2[C:25](=[O:42])[N:24]2[CH:43]=[C:44]([CH3:46])[CH2:45][C@@H:23]12)([C:17]([CH3:18])([CH3:19])[CH3:20])([CH3:15])[CH3:16]. The yield is 0.900. (4) The reactants are [CH2:1]([O:3][C:4]([C:6]1[NH:7][CH:8]=[CH:9][CH:10]=1)=[O:5])[CH3:2].[Cl-].[Al+3].[Cl-].[Cl-].[F:15][C:16]1[CH:21]=[CH:20][C:19]([CH2:22][C:23](Cl)=[O:24])=[CH:18][CH:17]=1. The catalyst is ClC(Cl)C. The product is [CH2:1]([O:3][C:4]([C:6]1[NH:7][CH:8]=[C:9]([C:23](=[O:24])[CH2:22][C:19]2[CH:20]=[CH:21][C:16]([F:15])=[CH:17][CH:18]=2)[CH:10]=1)=[O:5])[CH3:2]. The yield is 0.536. (5) The reactants are [NH:1]1[C:9]2[C:4](=[CH:5][CH:6]=[CH:7][CH:8]=2)[CH2:3][C:2]1=[O:10].[N:11]1[CH:16]=[CH:15][CH:14]=[C:13](/[CH:17]=[CH:18]/[C:19]2[C:27]3[C:22](=[CH:23][C:24]([CH:28]=O)=[CH:25][CH:26]=3)[NH:21][N:20]=2)[CH:12]=1. No catalyst specified. The product is [N:11]1[CH:16]=[CH:15][CH:14]=[C:13](/[CH:17]=[CH:18]/[C:19]2[C:27]3[C:22](=[CH:23][C:24](/[CH:28]=[C:3]4/[C:2](=[O:10])[NH:1][C:9]5[C:4]/4=[CH:5][CH:6]=[CH:7][CH:8]=5)=[CH:25][CH:26]=3)[NH:21][N:20]=2)[CH:12]=1. The yield is 0.840.